This data is from Reaction yield outcomes from USPTO patents with 853,638 reactions. The task is: Predict the reaction yield, written as a fraction of the theoretical maximum amount of product (1.0 means a 100% yield; for example, 0.34 means a 34% yield). (1) The reactants are [F:1][C:2]1[CH:3]=[C:4]([CH2:9][C:10]([OH:12])=[O:11])[CH:5]=[CH:6][C:7]=1[OH:8].[Si](C=[N+]=[N-])(C)(C)[CH3:14]. The catalyst is C1COCC1.CO. The product is [F:1][C:2]1[CH:3]=[C:4]([CH2:9][C:10]([O:12][CH3:14])=[O:11])[CH:5]=[CH:6][C:7]=1[OH:8]. The yield is 0.647. (2) The reactants are [O:1]=[C:2]1[NH:7][CH:6]=[C:5]([CH2:8][N:9]2[C:17]3[C:12](=[CH:13][CH:14]=[CH:15][CH:16]=3)[C:11]3([C:29]4[C:20](=[CH:21][C:22]5[O:27][CH2:26][CH2:25][O:24][C:23]=5[CH:28]=4)[O:19][CH2:18]3)[C:10]2=[O:30])[CH:4]=[CH:3]1.[H-].[Na+].I[CH3:34]. The catalyst is CN(C)C=O.O. The product is [CH3:34][N:7]1[C:2](=[O:1])[CH:3]=[CH:4][C:5]([CH2:8][N:9]2[C:17]3[C:12](=[CH:13][CH:14]=[CH:15][CH:16]=3)[C:11]3([C:29]4[C:20](=[CH:21][C:22]5[O:27][CH2:26][CH2:25][O:24][C:23]=5[CH:28]=4)[O:19][CH2:18]3)[C:10]2=[O:30])=[CH:6]1. The yield is 0.420. (3) The reactants are [CH:1]([O:4][C:5]1[CH:13]=[CH:12][C:11]([S:14]([CH3:17])(=[O:16])=[O:15])=[CH:10][C:6]=1[C:7]([OH:9])=O)([CH3:3])[CH3:2].[CH2:18]1[C:26]2[C:21](=[CH:22][CH:23]=[CH:24][CH:25]=2)[CH2:20][NH:19]1.CN(C(ON1N=NC2C=CC=CC1=2)=[N+](C)C)C.[B-](F)(F)(F)F.CCN(C(C)C)C(C)C. The catalyst is CN(C=O)C. The product is [CH2:18]1[C:26]2[C:21](=[CH:22][CH:23]=[CH:24][CH:25]=2)[CH2:20][N:19]1[C:7]([C:6]1[CH:10]=[C:11]([S:14]([CH3:17])(=[O:16])=[O:15])[CH:12]=[CH:13][C:5]=1[O:4][CH:1]([CH3:2])[CH3:3])=[O:9]. The yield is 0.880. (4) The reactants are Br[C:2]1[CH:3]=[C:4]([NH:11][C:12]2[CH:17]=[CH:16][C:15]([C:18]([N:20]3[CH2:25][CH2:24][O:23][CH2:22][CH2:21]3)=[O:19])=[CH:14][CH:13]=2)[C:5]2[N:6]([CH:8]=[CH:9][N:10]=2)[CH:7]=1.[C:26]([O:29][CH2:30][C:31]1[C:36](B2OC(C)(C)C(C)(C)O2)=[CH:35][CH:34]=[CH:33][C:32]=1[N:46]1[N:55]=[CH:54][C:53]2[C:48](=[C:49]([F:60])[CH:50]=[C:51]([C:56]([CH3:59])([CH3:58])[CH3:57])[CH:52]=2)[C:47]1=[O:61])(=[O:28])[CH3:27].C([O-])([O-])=O.[K+].[K+].CC(C1C=C(C(C)C)C(C2C=CC=CC=2P(C2CCCCC2)C2CCCCC2)=C(C(C)C)C=1)C. The catalyst is O1CCOCC1.O.C1C=CC(/C=C/C(/C=C/C2C=CC=CC=2)=O)=CC=1.C1C=CC(/C=C/C(/C=C/C2C=CC=CC=2)=O)=CC=1.C1C=CC(/C=C/C(/C=C/C2C=CC=CC=2)=O)=CC=1.[Pd].[Pd]. The product is [C:56]([C:51]1[CH:52]=[C:53]2[C:48](=[C:49]([F:60])[CH:50]=1)[C:47](=[O:61])[N:46]([C:32]1[CH:33]=[CH:34][CH:35]=[C:36]([C:2]3[CH:3]=[C:4]([NH:11][C:12]4[CH:17]=[CH:16][C:15]([C:18]([N:20]5[CH2:25][CH2:24][O:23][CH2:22][CH2:21]5)=[O:19])=[CH:14][CH:13]=4)[C:5]4[N:6]([CH:8]=[CH:9][N:10]=4)[CH:7]=3)[C:31]=1[CH2:30][O:29][C:26](=[O:28])[CH3:27])[N:55]=[CH:54]2)([CH3:57])([CH3:58])[CH3:59]. The yield is 0.250. (5) The catalyst is C(Cl)Cl.CN(C=O)C. The product is [Cl:1][C:2]1[CH:3]=[C:4]([CH:8]=[C:9]([Cl:11])[N:10]=1)[C:5]([N:19]([O:20][CH3:21])[CH3:18])=[O:6]. The yield is 0.940. The reactants are [Cl:1][C:2]1[CH:3]=[C:4]([CH:8]=[C:9]([Cl:11])[N:10]=1)[C:5](O)=[O:6].C(Cl)(C(Cl)=O)=O.[CH3:18][NH:19][O:20][CH3:21].N1C=CC=CC=1. (6) The reactants are [N:1]1[C:5]2[CH:6]=[CH:7][C:8]([C:10]([OH:12])=O)=[CH:9][C:4]=2[NH:3][CH:2]=1.[NH2:13][C:14]1[CH:19]=[CH:18][CH:17]=[CH:16][CH:15]=1. No catalyst specified. The product is [C:14]1([NH:13][C:10]([C:8]2[CH:7]=[CH:6][C:5]3[NH:1][CH:2]=[N:3][C:4]=3[CH:9]=2)=[O:12])[CH:19]=[CH:18][CH:17]=[CH:16][CH:15]=1. The yield is 0.630. (7) The reactants are Cl[CH2:2][C:3]1[CH:4]=[CH:5][C:6]([C:9]2[S:17][C:16]3[C:11](=[N:12][CH:13]=[CH:14][C:15]=3[O:18][C:19]3[CH:24]=[CH:23][C:22]([N+:25]([O-:27])=[O:26])=[CH:21][C:20]=3[F:28])[CH:10]=2)=[N:7][CH:8]=1.[NH:29]1[CH2:34][CH2:33][O:32][CH2:31][C:30]1=[O:35].[H-].[Na+]. The catalyst is C1COCC1. The product is [F:28][C:20]1[CH:21]=[C:22]([N+:25]([O-:27])=[O:26])[CH:23]=[CH:24][C:19]=1[O:18][C:15]1[CH:14]=[CH:13][N:12]=[C:11]2[CH:10]=[C:9]([C:6]3[N:7]=[CH:8][C:3]([CH2:2][N:29]4[CH2:34][CH2:33][O:32][CH2:31][C:30]4=[O:35])=[CH:4][CH:5]=3)[S:17][C:16]=12. The yield is 0.330. (8) The reactants are [C:1]([C:4]1[CH:5]=[N+:6]([O-])[CH:7]=[CH:8][CH:9]=1)(=[O:3])[CH3:2].C[Si]([C:15]#[N:16])(C)C.CN(C)C(Cl)=O. The catalyst is [N+](CC)([O-])=O. The product is [C:1]([C:4]1[CH:9]=[CH:8][C:7]([C:15]#[N:16])=[N:6][CH:5]=1)(=[O:3])[CH3:2]. The yield is 0.210. (9) The reactants are [F:1][C:2]1[CH:3]=[C:4]([CH:23]=[CH:24][C:25]=1[F:26])[CH2:5][N:6]1[C:10]2=[N:11][C:12]([CH3:22])=[C:13]([C@H:16]([OH:21])[C:17]([O:19][CH3:20])=[O:18])[C:14]([I:15])=[C:9]2[CH:8]=[CH:7]1.C(O[C:31]([CH3:34])([CH3:33])[CH3:32])(=O)C.Cl(O)(=O)(=O)=O. No catalyst specified. The product is [C:31]([O:21][C@@H:16]([C:13]1[C:14]([I:15])=[C:9]2[CH:8]=[CH:7][N:6]([CH2:5][C:4]3[CH:23]=[CH:24][C:25]([F:26])=[C:2]([F:1])[CH:3]=3)[C:10]2=[N:11][C:12]=1[CH3:22])[C:17]([O:19][CH3:20])=[O:18])([CH3:34])([CH3:33])[CH3:32]. The yield is 0.780.